Task: Predict the product of the given reaction.. Dataset: Forward reaction prediction with 1.9M reactions from USPTO patents (1976-2016) (1) Given the reactants [CH2:1]([O:8][C:9]([NH:11][CH:12]([CH3:30])[CH:13]([O:22][Si:23]([C:26]([CH3:29])([CH3:28])[CH3:27])([CH3:25])[CH3:24])[C:14]([CH3:21])([CH3:20])[C:15](OCC)=[O:16])=[O:10])[C:2]1[CH:7]=[CH:6][CH:5]=[CH:4][CH:3]=1.[Cl-].[Ca+2].[Cl-].C(O)C.[BH4-].[Na+], predict the reaction product. The product is: [Si:23]([O:22][CH:13]([C:14]([CH3:20])([CH3:21])[CH2:15][OH:16])[CH:12]([NH:11][C:9](=[O:10])[O:8][CH2:1][C:2]1[CH:3]=[CH:4][CH:5]=[CH:6][CH:7]=1)[CH3:30])([C:26]([CH3:29])([CH3:28])[CH3:27])([CH3:25])[CH3:24]. (2) Given the reactants Cl.[F:2][C:3]1[CH:8]=[C:7]([F:9])[CH:6]=[CH:5][C:4]=1[N:10]1[CH:14]([C:15]2[CH:20]=[C:19]([C:21]3[CH2:22][CH2:23][NH:24][CH2:25][CH:26]=3)[CH:18]=[CH:17][N:16]=2)[CH2:13][C:12]([C:27]([F:33])([F:32])[C:28]([F:31])([F:30])[F:29])=[N:11]1.C(N(CC)CC)C.[CH3:41][S:42](Cl)(=[O:44])=[O:43], predict the reaction product. The product is: [F:2][C:3]1[CH:8]=[C:7]([F:9])[CH:6]=[CH:5][C:4]=1[N:10]1[CH:14]([C:15]2[CH:20]=[C:19]([C:21]3[CH2:22][CH2:23][N:24]([S:42]([CH3:41])(=[O:44])=[O:43])[CH2:25][CH:26]=3)[CH:18]=[CH:17][N:16]=2)[CH2:13][C:12]([C:27]([F:32])([F:33])[C:28]([F:30])([F:31])[F:29])=[N:11]1.